Dataset: Reaction yield outcomes from USPTO patents with 853,638 reactions. Task: Predict the reaction yield, written as a fraction of the theoretical maximum amount of product (1.0 means a 100% yield; for example, 0.34 means a 34% yield). (1) The reactants are [CH2:1]([N:4]([CH3:22])[CH2:5][CH2:6][CH2:7][CH2:8][CH2:9][CH2:10][O:11][C:12]1[CH:13]=[C:14]2[C:19](=[CH:20][CH:21]=1)[NH:18][CH2:17][CH2:16][CH2:15]2)[CH:2]=[CH2:3].CCN(C(C)C)C(C)C.Cl[C:33]([O:35][C:36]1[CH:41]=[CH:40][C:39]([Cl:42])=[CH:38][CH:37]=1)=[O:34]. The catalyst is C(Cl)Cl. The product is [Cl:42][C:39]1[CH:40]=[CH:41][C:36]([O:35][C:33]([N:18]2[C:19]3[C:14](=[CH:13][C:12]([O:11][CH2:10][CH2:9][CH2:8][CH2:7][CH2:6][CH2:5][N:4]([CH2:1][CH:2]=[CH2:3])[CH3:22])=[CH:21][CH:20]=3)[CH2:15][CH2:16][CH2:17]2)=[O:34])=[CH:37][CH:38]=1. The yield is 0.500. (2) The reactants are [C:1]([C:3]([C:6]1[CH:7]=[C:8]([CH:13]=[CH:14][CH:15]=1)[C:9]([O:11]C)=[O:10])([CH3:5])[CH3:4])#[N:2].O.[OH-].[Li+].CO.O. The catalyst is O1CCCC1. The product is [C:1]([C:3]([C:6]1[CH:7]=[C:8]([CH:13]=[CH:14][CH:15]=1)[C:9]([OH:11])=[O:10])([CH3:5])[CH3:4])#[N:2]. The yield is 0.980. (3) The reactants are [N+:1]([C:4]1[CH:13]=[C:12]2[C:7]([CH2:8][CH2:9][CH2:10][C:11]2=O)=[CH:6][CH:5]=1)([O-:3])=[O:2].[NH2:15][OH:16]. The catalyst is N1C=CC=CC=1. The product is [N+:1]([C:4]1[CH:13]=[C:12]2[C:7]([CH2:8][CH2:9][CH2:10][C:11]2=[N:15][OH:16])=[CH:6][CH:5]=1)([O-:3])=[O:2]. The yield is 0.880. (4) The reactants are [CH2:1]1[O:13][C:12]2[CH:11]=[C:10]3[C:5]([C:6]([NH:14][CH2:15][CH2:16][N:17]([CH3:19])[CH3:18])=[CH:7][CH:8]=[N:9]3)=[CH:4][C:3]=2[O:2]1.C(Cl)(=O)[C:21](Cl)=[O:22].[I:26][C:27]1[CH:35]=[CH:34][C:33]([O:36][CH3:37])=[C:32]([O:38][CH3:39])[C:28]=1C(O)=O. The catalyst is C(Cl)(Cl)Cl. The product is [CH2:1]1[O:13][C:12]2[CH:11]=[C:10]3[C:5]([C:6]([N:14]([CH2:15][CH2:16][N:17]([CH3:19])[CH3:18])[C:21](=[O:22])[C:35]4[CH:34]=[C:33]([O:36][CH3:37])[C:32]([O:38][CH3:39])=[CH:28][C:27]=4[I:26])=[CH:7][CH:8]=[N:9]3)=[CH:4][C:3]=2[O:2]1. The yield is 0.710.